Predict which catalyst facilitates the given reaction. From a dataset of Catalyst prediction with 721,799 reactions and 888 catalyst types from USPTO. (1) Product: [C:1]([CH:5]1[CH2:6][CH2:7][CH:8]([O:11][C:12]2[CH:13]=[C:14]3[C:19](=[CH:20][CH:21]=2)[CH:18]=[C:17]([C@:22]2([CH3:28])[CH2:26][O:25][C:24](=[O:27])[N:23]2[CH3:31])[CH:16]=[CH:15]3)[CH2:9][CH2:10]1)([CH3:4])([CH3:2])[CH3:3]. The catalyst class is: 118. Reactant: [C:1]([CH:5]1[CH2:10][CH2:9][CH:8]([O:11][C:12]2[CH:13]=[C:14]3[C:19](=[CH:20][CH:21]=2)[CH:18]=[C:17]([C@:22]2([CH3:28])[CH2:26][O:25][C:24](=[O:27])[NH:23]2)[CH:16]=[CH:15]3)[CH2:7][CH2:6]1)([CH3:4])([CH3:3])[CH3:2].[H-].[Na+].[CH3:31]I. (2) Reactant: [F:1][C:2]1[CH:3]=[C:4]([NH2:9])[C:5]([NH2:8])=[CH:6][CH:7]=1.Cl.[CH3:11][C:12](=O)CC(=O)C.C([O-])(O)=O.[Na+]. Product: [F:1][C:2]1[CH:7]=[CH:6][C:5]2[NH:8][C:11]([CH3:12])=[N:9][C:4]=2[CH:3]=1. The catalyst class is: 14.